From a dataset of Full USPTO retrosynthesis dataset with 1.9M reactions from patents (1976-2016). Predict the reactants needed to synthesize the given product. (1) Given the product [CH3:28][C:25]1([CH3:29])[CH2:24][O:23][CH:22]([CH2:21][CH2:20][CH2:19][S:17][C:3]2[N:2]([CH3:1])[C:6]([C:7]3[CH:8]=[C:9]4[C:14](=[CH:15][CH:16]=3)[N:13]=[CH:12][CH:11]=[CH:10]4)=[N:5][N:4]=2)[O:27][CH2:26]1, predict the reactants needed to synthesize it. The reactants are: [CH3:1][N:2]1[C:6]([C:7]2[CH:8]=[C:9]3[C:14](=[CH:15][CH:16]=2)[N:13]=[CH:12][CH:11]=[CH:10]3)=[N:5][N:4]=[C:3]1[SH:17].Br[CH2:19][CH2:20][CH2:21][CH:22]1[O:27][CH2:26][C:25]([CH3:29])([CH3:28])[CH2:24][O:23]1.[OH-].[Li+]. (2) Given the product [CH2:46]([O:48][C:49]([C:51]1([NH:60][C:10]([C:7]2[CH:8]=[CH:9][C:2]3[S:1][CH:5]=[CH:4][C:3]=3[CH:6]=2)=[O:12])[CH2:59][C:58]2[C:53](=[CH:54][CH:55]=[CH:56][CH:57]=2)[CH2:52]1)=[O:50])[CH3:47], predict the reactants needed to synthesize it. The reactants are: [S:1]1[CH:5]=[CH:4][C:3]2[CH:6]=[C:7]([C:10]([OH:12])=O)[CH:8]=[CH:9][C:2]1=2.CN(C(ON1N=NC2C=CC=CC1=2)=[N+](C)C)C.F[P-](F)(F)(F)(F)F.CCN(C(C)C)C(C)C.[CH2:46]([O:48][C:49]([C:51]1([NH2:60])[CH2:59][C:58]2[C:53](=[CH:54][CH:55]=[CH:56][CH:57]=2)[CH2:52]1)=[O:50])[CH3:47]. (3) Given the product [Br:20][CH2:19][CH:2]1[CH2:3][O:4][C:5]2[CH:6]=[N:7][CH:8]=[CH:9][C:10]=2[O:11]1, predict the reactants needed to synthesize it. The reactants are: Br[CH:2]([CH2:19][Br:20])[CH2:3][O:4][C:5]1[CH:6]=[N:7][CH:8]=[CH:9][C:10]=1[O:11]CC1C=CC=CC=1.[NH4+].[Cl-].C(C(C(C([O-])=O)O)O)([O-])=O.[Na+].[K+].